The task is: Predict the reactants needed to synthesize the given product.. This data is from Full USPTO retrosynthesis dataset with 1.9M reactions from patents (1976-2016). (1) Given the product [CH3:9][N:8]([CH3:1])[CH2:12][CH2:11][N:17]1[C:18]2[C:23](=[CH:22][C:21]([NH:25][C:42]([NH:39][C:36]3[CH:37]=[CH:38][C:33]([O:32][C:29]4[CH:28]=[CH:27][CH:26]=[CH:31][CH:30]=4)=[CH:34][CH:35]=3)=[O:43])=[CH:20][CH:19]=2)[CH:24]=[CH:16]1, predict the reactants needed to synthesize it. The reactants are: [C:1]([N:8]1[CH:12]=[CH:11]N=[CH:9]1)(N1C=CN=C1)=O.NC([C:16]1[NH:17][C:18]2[C:23]([CH:24]=1)=[CH:22][C:21]([NH2:25])=[CH:20][CH:19]=2)C.[CH:26]1[CH:31]=[CH:30][C:29]([O:32][C:33]2[CH:38]=[CH:37][C:36]([NH2:39])=[CH:35][CH:34]=2)=[CH:28][CH:27]=1.CN(C)[CH:42]=[O:43]. (2) Given the product [Cl:24][C:22]1[CH:21]=[CH:20][N:19]=[C:18]([C:16](=[O:17])[CH2:10][C:9](=[O:11])[CH2:8][C:7]([C:2]2[CH:3]=[CH:4][CH:5]=[CH:6][N:1]=2)=[O:12])[CH:23]=1, predict the reactants needed to synthesize it. The reactants are: [N:1]1[CH:6]=[CH:5][CH:4]=[CH:3][C:2]=1[C:7](=[O:12])[CH2:8][C:9](=[O:11])[CH3:10].C(O[C:16]([C:18]1[CH:23]=[C:22]([Cl:24])[CH:21]=[CH:20][N:19]=1)=[O:17])C.[H-].[Na+]. (3) Given the product [F:27][C:26]([F:28])([F:29])[C:22]1[CH:21]=[C:20]([CH:25]=[CH:24][CH:23]=1)[O:19][C:2]1[CH:3]=[C:4]([CH:16]=[CH:17][CH:18]=1)[O:5][C:6]1[CH:7]=[C:8]([C:14]#[N:15])[CH:9]=[C:10]([CH:13]=1)[C:11]#[N:12], predict the reactants needed to synthesize it. The reactants are: Br[C:2]1[CH:3]=[C:4]([CH:16]=[CH:17][CH:18]=1)[O:5][C:6]1[CH:7]=[C:8]([C:14]#[N:15])[CH:9]=[C:10]([CH:13]=1)[C:11]#[N:12].[OH:19][C:20]1[CH:21]=[C:22]([C:26]([F:29])([F:28])[F:27])[CH:23]=[CH:24][CH:25]=1.P([O-])([O-])([O-])=O.[K+].[K+].[K+].C(P(C(C)(C)C)C1C=CC=CC=1C1C=CC=CC=1)(C)(C)C.Cl. (4) Given the product [I:22][C:2]1[CH:3]=[C:4]([NH:13][S:14]([C:17]2[S:18][CH:19]=[CH:20][CH:21]=2)(=[O:16])=[O:15])[C:5]2[C:10]([C:11]=1[OH:12])=[CH:9][CH:8]=[CH:7][CH:6]=2, predict the reactants needed to synthesize it. The reactants are: Br[C:2]1[CH:3]=[C:4]([NH:13][S:14]([C:17]2[S:18][CH:19]=[CH:20][CH:21]=2)(=[O:16])=[O:15])[C:5]2[C:10]([C:11]=1[OH:12])=[CH:9][CH:8]=[CH:7][CH:6]=2.[I:22]I. (5) Given the product [CH3:9][O:10][C:11](=[O:37])[C:12]1[CH:17]=[CH:16][CH:15]=[C:14]([CH2:18][N:19]2[C:30]3[C:35](=[CH:34][CH:33]=[C:32]([F:36])[CH:31]=3)/[C:21](=[C:22](\[C:5]3[CH:6]=[CH:7][C:2]([Cl:1])=[CH:3][CH:4]=3)/[C:23]3[CH:28]=[CH:27][CH:26]=[CH:25][CH:24]=3)/[C:20]2=[O:29])[CH:13]=1, predict the reactants needed to synthesize it. The reactants are: [Cl:1][C:2]1[CH:7]=[CH:6][C:5](I)=[CH:4][CH:3]=1.[CH3:9][O:10][C:11](=[O:37])[C:12]1[CH:17]=[CH:16][CH:15]=[C:14]([CH2:18][N:19]([C:30]2[CH:35]=[CH:34][CH:33]=[C:32]([F:36])[CH:31]=2)[C:20](=[O:29])[C:21]#[C:22][C:23]2[CH:28]=[CH:27][CH:26]=[CH:25][CH:24]=2)[CH:13]=1. (6) Given the product [NH:17]1[C:25]2[C:20](=[CH:21][CH:22]=[C:23]([O:26][C:2]3[CH:3]=[CH:4][C:5]4[N:6]([CH:8]=[C:9]([NH:11][C:12]([CH:14]5[CH2:16][CH2:15]5)=[O:13])[N:10]=4)[N:7]=3)[CH:24]=2)[CH:19]=[CH:18]1, predict the reactants needed to synthesize it. The reactants are: I[C:2]1[CH:3]=[CH:4][C:5]2[N:6]([CH:8]=[C:9]([NH:11][C:12]([CH:14]3[CH2:16][CH2:15]3)=[O:13])[N:10]=2)[N:7]=1.[NH:17]1[C:25]2[C:20](=[CH:21][CH:22]=[C:23]([OH:26])[CH:24]=2)[CH:19]=[CH:18]1.C(=O)([O-])[O-].[K+].[K+]. (7) Given the product [F:26][C:23]1[CH:24]=[CH:25][C:20]([C@:13]2([CH2:16][CH2:17][CH2:18][OH:19])[O:12][C:11](=[O:27])[N:10]([C@H:8]([C:5]3[CH:6]=[CH:7][C:2]([C:33]4[CH:32]=[CH:31][N:30]=[C:29]([CH3:28])[CH:34]=4)=[CH:3][CH:4]=3)[CH3:9])[CH2:15][CH2:14]2)=[CH:21][CH:22]=1, predict the reactants needed to synthesize it. The reactants are: Br[C:2]1[CH:7]=[CH:6][C:5]([C@@H:8]([N:10]2[CH2:15][CH2:14][C@@:13]([C:20]3[CH:25]=[CH:24][C:23]([F:26])=[CH:22][CH:21]=3)([CH2:16][CH2:17][CH2:18][OH:19])[O:12][C:11]2=[O:27])[CH3:9])=[CH:4][CH:3]=1.[CH3:28][C:29]1[CH:34]=[C:33](B(O)O)[CH:32]=[CH:31][N:30]=1. (8) Given the product [CH3:13][O:14][C:15]1[CH:16]=[C:17]([CH:30]=[CH:31][CH:32]=1)[NH:18][C:19]1[CH:27]=[C:26]([F:28])[C:25]([F:29])=[CH:24][C:20]=1[C:21]([NH:42][O:41][CH2:34][C:35]1[CH:40]=[CH:39][CH:38]=[CH:37][CH:36]=1)=[O:23], predict the reactants needed to synthesize it. The reactants are: C(N1C=CN=C1)(N1C=CN=C1)=O.[CH3:13][O:14][C:15]1[CH:16]=[C:17]([CH:30]=[CH:31][CH:32]=1)[NH:18][C:19]1[CH:27]=[C:26]([F:28])[C:25]([F:29])=[CH:24][C:20]=1[C:21]([OH:23])=O.Cl.[CH2:34]([O:41][NH2:42])[C:35]1[CH:40]=[CH:39][CH:38]=[CH:37][CH:36]=1.C(N(CC)CC)C.